Dataset: Experimentally validated miRNA-target interactions with 360,000+ pairs, plus equal number of negative samples. Task: Binary Classification. Given a miRNA mature sequence and a target amino acid sequence, predict their likelihood of interaction. (1) The miRNA is hsa-miR-557 with sequence GUUUGCACGGGUGGGCCUUGUCU. The protein sequence of the target gene is MSCERKGLSELRSELYFLIARFLEDGPCQQAAQVLIREVAEKELLPRRTDWTGKEHPRTYQNLVKYYRHLAPDHLLQICHRLGPLLEQEIPQSVPGVQTLLGAGRQSLLRTNKSCKHVVWKGSALAALHCGRPPESPVNYGSPPSIADTLFSRKLNGKYRLERLVPTAVYQHMKMHKRILGHLSSVYCVTFDRTGRRIFTGSDDCLVKIWATDDGRLLATLRGHAAEISDMAVNYENTMIAAGSCDKMIRVWCLRTCAPLAVLQGHSASITSLQFSPLCSGSKRYLSSTGADGTICFWLW.... Result: 1 (interaction). (2) The miRNA is hsa-miR-6789-3p with sequence CGGCGCCCGUGUCUCCUCCAG. The protein sequence of the target gene is MEAIWLYQFRLIVIGDSTVGKSCLIRRFTEGRFAQVSDPTVGVDFFSRLVEIEPGKRIKLQIWDTAGQERFRSITRAYYRNSVGGLLLFDITNRRSFQNVHEWLEETKVHVQPYQIVFVLVGHKCDLDTQRQVTRHEAEKLAAAYGMKYIETSARDAINVEKAFTDLTRDIYELVKRGEITIQEGWEGVKSGFVPNVVHSSEEVIKSERRCLC. Result: 0 (no interaction). (3) The miRNA is mmu-miR-125a-5p with sequence UCCCUGAGACCCUUUAACCUGUGA. The protein sequence of the target gene is MVAKDYPFYLTVKRANCSLELPPASGPAKDAEEPSNKRVKPLSRVTSLANLIPPVKATPLKRFSQTLQRSISFRSESRPDILAPRPWSRNAAPSSTKRRDSKLWSETFDVCVNQMLTSKEIKRQEAIFELSQGEEDLIEDLKLAKKAYHDPMLKLSIMTEQELNQIFGTLDSLIPLHEELLSQLRDVRKPDGSTEHVGPILVGWLPCLSSYDSYCSNQVAAKALLDHKKQDHRVQDFLQRCLESPFSRKLDLWNFLDIPRSRLVKYPLLLREILRHTPNDNPDQQHLEEAINIIQGIVAE.... Result: 0 (no interaction). (4) The miRNA is hsa-miR-6857-3p with sequence UGACUGAGCUUCUCCCCACAG. The protein sequence of the target gene is MAQTLQMEIPNFGNSILECLNEQRLQGLYCDVSVVVKGHAFKAHRAVLAASSSYFRDLFNSSRSAVVELPAAVQPQSFQQILTFCYTGRLSMNMGDQFLLIYTAGFLQIQEIMEKGTEFFLKVSSPSCDSQGLHPEEAPSSEPQSPVAQTLGWPACSTPLPLVSRVKTEQELDSVQCTPMAKRLWDSSQKEAGGSGGNNGSRKMAKFSTPDLALNRMPQPLSMATATAAVAVVAVGGCVSGPSMSERTSPGTSSAYTSDSPSSYHNEEDEEEDAGEEGTDEQYRQICNMYTMYSMLNVGQ.... Result: 0 (no interaction). (5) The miRNA is rno-miR-142-5p with sequence CAUAAAGUAGAAAGCACUACU. The protein sequence of the target gene is MAAARNLRTALIFGGFISMVGAAFYPIYFRPLMRLEEYQKEQAVNRAGIVQEDVQPPGLKVWSDPFGRK. Result: 0 (no interaction). (6) The miRNA is hsa-miR-216a-3p with sequence UCACAGUGGUCUCUGGGAUUAU. The protein sequence of the target gene is MDRSLPVFSIQDSPFGDAPLGRSHYWPSQSQTWCPKTLSPSRSQRSRLPQAPKALATGPNSPELFEESWPSSSGTPSLPSTTEGQMWASPAPTLIDSGDSVVAKYINRFRQAQPTSREERQPAGPTPADFWWLQSDSPDPSSQSAAAGANKPEGRPHTAVPTAVNVTSASHAVAPLQEIKQNLHTWNSSLLDLETLSLQSRAARLLKRSKASISSSSSLSPSDASTSSFPTSSDGLSPFSETFIPDSSKGLGPRAPASPAPAQAQTPTPAPAPASSQAPLRPEDDILYQWRQRRKLEQAQ.... Result: 1 (interaction). (7) The miRNA is hsa-miR-6741-5p with sequence GUGGGUGCUGGUGGGAGCCGUG. The protein sequence of the target gene is MKEVDNLDSIKEEWACETGPPDSQPLNDNQQKDCEYFVDSLFEEAGKAGAKCLSPTEQKKQVDVNIKLWKNGFTVNDDFRSYSDGASQQFLNSIKKGELPSELWGIFDKEEVDVKVEDKKNEVCMSTKPVFQPFSGQGHRLGSATPRIVSKAKSVEVDNKSTLSAVSLNNLEPITRIQIWLANGERTVQRFNVSHRVSHIKDFIEKYQGSQRSPPFALATALPFLRFLDETLTLEEADLKNAVIIQRLQKTAEPFRKL. Result: 0 (no interaction).